From a dataset of Catalyst prediction with 721,799 reactions and 888 catalyst types from USPTO. Predict which catalyst facilitates the given reaction. Reactant: [N:1]1[CH:6]=[CH:5][C:4]([C:7]2[N:8]=[C:9]([OH:16])[C:10]3[S:15][CH:14]=[CH:13][C:11]=3[N:12]=2)=[CH:3][CH:2]=1.[Br:17]Br. Product: [Br:17][C:13]1[C:11]2[N:12]=[C:7]([C:4]3[CH:3]=[CH:2][N:1]=[CH:6][CH:5]=3)[N:8]=[C:9]([OH:16])[C:10]=2[S:15][CH:14]=1. The catalyst class is: 52.